Task: Predict which catalyst facilitates the given reaction.. Dataset: Catalyst prediction with 721,799 reactions and 888 catalyst types from USPTO (1) Reactant: [CH3:1][C:2]1[S:3][C:4]([CH2:7][N:8]2[CH2:13][CH2:12][CH:11]([C:14]3[CH:19]=[CH:18][CH:17]=[CH:16][CH:15]=3)[CH2:10][CH2:9]2)=[CH:5][N:6]=1.[Li]CCCC.[CH3:25][CH2:26][O:27]C(C)=O. Product: [C:14]1([CH:11]2[CH2:10][CH2:9][N:8]([CH2:7][C:4]3[S:3][C:2]([CH2:1][C:26](=[O:27])[CH3:25])=[N:6][CH:5]=3)[CH2:13][CH2:12]2)[CH:19]=[CH:18][CH:17]=[CH:16][CH:15]=1. The catalyst class is: 1. (2) Reactant: [CH:1]1([N:4]2[C:8]3[CH:9]=[CH:10][C:11]4[C:12](=[O:27])[C@H:13]([O:23]C(=O)C)[C@@H:14]([C:17]5[CH:22]=[CH:21][CH:20]=[CH:19][CH:18]=5)[O:15][C:16]=4[C:7]=3[N:6]=[C:5]2[CH3:28])[CH2:3][CH2:2]1.[OH-].[Na+]. Product: [CH:1]1([N:4]2[C:8]3[CH:9]=[CH:10][C:11]4[C:12](=[O:27])[C@H:13]([OH:23])[C@@H:14]([C:17]5[CH:22]=[CH:21][CH:20]=[CH:19][CH:18]=5)[O:15][C:16]=4[C:7]=3[N:6]=[C:5]2[CH3:28])[CH2:3][CH2:2]1. The catalyst class is: 126.